Dataset: Full USPTO retrosynthesis dataset with 1.9M reactions from patents (1976-2016). Task: Predict the reactants needed to synthesize the given product. (1) Given the product [Br:1][C:2]1[CH:11]=[C:10]2[C:5]([C:6]([N:18]3[CH2:17][CH2:16][N:15]([C:21]([O:23][C:24]([CH3:27])([CH3:26])[CH3:25])=[O:22])[CH2:20][CH2:19]3)=[CH:7][C:8](=[O:12])[NH:9]2)=[CH:4][C:3]=1[Cl:14], predict the reactants needed to synthesize it. The reactants are: [Br:1][C:2]1[CH:11]=[C:10]2[C:5]([C:6](Cl)=[CH:7][C:8](=[O:12])[NH:9]2)=[CH:4][C:3]=1[Cl:14].[N:15]1([C:21]([O:23][C:24]([CH3:27])([CH3:26])[CH3:25])=[O:22])[CH2:20][CH2:19][NH:18][CH2:17][CH2:16]1. (2) Given the product [C:1]([C:5]1[CH:9]=[C:8]([CH2:10][NH:11][C:32](=[O:33])[CH:31]([C:22]2[CH:23]=[CH:24][C:25]([CH2:26][O:27][CH2:28][CH2:29][OH:30])=[C:20]([F:19])[CH:21]=2)[CH3:35])[N:7]([C:12]2[CH:13]=[CH:14][C:15]([F:18])=[CH:16][CH:17]=2)[N:6]=1)([CH3:4])([CH3:2])[CH3:3], predict the reactants needed to synthesize it. The reactants are: [C:1]([C:5]1[CH:9]=[C:8]([CH2:10][NH2:11])[N:7]([C:12]2[CH:17]=[CH:16][C:15]([F:18])=[CH:14][CH:13]=2)[N:6]=1)([CH3:4])([CH3:3])[CH3:2].[F:19][C:20]1[CH:21]=[C:22]([CH:31]([CH3:35])[C:32](O)=[O:33])[CH:23]=[CH:24][C:25]=1[CH2:26][O:27][CH2:28][CH2:29][OH:30].C1C=CC2N(O)N=NC=2C=1.CN(C(ON1N=NC2C=CC=CC1=2)=[N+](C)C)C.[B-](F)(F)(F)F.CCN(C(C)C)C(C)C. (3) Given the product [ClH:1].[NH2:2][C@@H:3]([C@H:7]1[CH2:12][CH2:11][C@H:10]([C:13]([CH3:16])([CH3:15])[CH3:14])[CH2:9][CH2:8]1)[C:4]([O:6][CH3:18])=[O:5], predict the reactants needed to synthesize it. The reactants are: [ClH:1].[NH2:2][C@@H:3]([C@H:7]1[CH2:12][CH2:11][C@H:10]([C:13]([CH3:16])([CH3:15])[CH3:14])[CH2:9][CH2:8]1)[C:4]([OH:6])=[O:5].Cl.[CH3:18]OC(OC)(C)C.